Dataset: Catalyst prediction with 721,799 reactions and 888 catalyst types from USPTO. Task: Predict which catalyst facilitates the given reaction. Reactant: [CH3:1][C:2]1([CH3:27])[C:7](=[O:8])[N:6]([C:9]2[CH:14]=[CH:13][CH:12]=[C:11]([N+:15]([O-])=O)[CH:10]=2)[C:5]2[CH:18]=[CH:19][C:20]([NH:22][S:23]([CH3:26])(=[O:25])=[O:24])=[CH:21][C:4]=2[O:3]1.O1CCCC1.[H][H]. Product: [NH2:15][C:11]1[CH:10]=[C:9]([N:6]2[C:5]3[CH:18]=[CH:19][C:20]([NH:22][S:23]([CH3:26])(=[O:25])=[O:24])=[CH:21][C:4]=3[O:3][C:2]([CH3:1])([CH3:27])[C:7]2=[O:8])[CH:14]=[CH:13][CH:12]=1. The catalyst class is: 129.